This data is from Forward reaction prediction with 1.9M reactions from USPTO patents (1976-2016). The task is: Predict the product of the given reaction. (1) Given the reactants Cl.O[NH2:3].[Cl:4][C:5]1[CH:10]=[CH:9][C:8]([S:11]([N:14]2[CH:19]3[CH2:20][CH2:21][CH2:22][CH:15]2[C:16](=[CH:24]O)[C:17](=[O:23])[CH2:18]3)(=[O:13])=[O:12])=[CH:7][CH:6]=1, predict the reaction product. The product is: [Cl:4][C:5]1[CH:10]=[CH:9][C:8]([S:11]([N:14]2[CH:19]3[CH2:20][CH2:21][CH2:22][CH:15]2[C:16]2[CH:24]=[N:3][O:23][C:17]=2[CH2:18]3)(=[O:13])=[O:12])=[CH:7][CH:6]=1. (2) Given the reactants [OH:1][C:2]1[CH:10]=[C:6]([C:7]([OH:9])=[O:8])[C:5]([NH2:11])=[CH:4][CH:3]=1.Cl[C:13](Cl)([O:15]C(=O)OC(Cl)(Cl)Cl)Cl.O, predict the reaction product. The product is: [OH:1][C:2]1[CH:3]=[CH:4][C:5]2[NH:11][C:13](=[O:15])[O:8][C:7](=[O:9])[C:6]=2[CH:10]=1. (3) Given the reactants [CH2:1]([O:8][C:9]([NH:11][C:12]1[C:13]([C:29](O)=[O:30])=[N:14][C:15]2[C:20]([CH:21]=1)=[CH:19][CH:18]=[C:17]([N:22]1[CH2:27][CH2:26][CH2:25][CH2:24][C:23]1=[O:28])[CH:16]=2)=[O:10])[C:2]1[CH:7]=[CH:6][CH:5]=[CH:4][CH:3]=1.[NH2:32][C:33]1[CH:34]=[N:35][CH:36]=[CH:37][C:38]=1[N:39]1[CH2:44][C@H:43]([CH3:45])[CH2:42][C@H:41]([NH:46][C:47](=[O:53])[O:48][C:49]([CH3:52])([CH3:51])[CH3:50])[CH2:40]1.CN(C(ON1N=NC2C=CC=NC1=2)=[N+](C)C)C.F[P-](F)(F)(F)(F)F.CCN(C(C)C)C(C)C, predict the reaction product. The product is: [CH2:1]([O:8][C:9](=[O:10])[NH:11][C:12]1[C:13]([C:29]([NH:32][C:33]2[CH:34]=[N:35][CH:36]=[CH:37][C:38]=2[N:39]2[CH2:44][C@H:43]([CH3:45])[CH2:42][C@H:41]([NH:46][C:47]([O:48][C:49]([CH3:52])([CH3:51])[CH3:50])=[O:53])[CH2:40]2)=[O:30])=[N:14][C:15]2[C:20]([CH:21]=1)=[CH:19][CH:18]=[C:17]([N:22]1[CH2:27][CH2:26][CH2:25][CH2:24][C:23]1=[O:28])[CH:16]=2)[C:2]1[CH:7]=[CH:6][CH:5]=[CH:4][CH:3]=1. (4) Given the reactants [F:1][C:2]1[CH:7]=[CH:6][C:5]([C@@H:8]([NH:10][C:11]2[CH:12]=[C:13]([CH:17]=[C:18]([NH:20][C:21]3[CH:26]=[N:25][CH:24]=[CH:23][N:22]=3)[N:19]=2)[C:14]([OH:16])=O)[CH3:9])=[CH:4][CH:3]=1.Cl.[CH3:28][NH:29][CH3:30].Cl.C(N=C=NCCCN(C)C)C.ON1C2N=CC=CC=2N=N1.C(N(C(C)C)CC)(C)C, predict the reaction product. The product is: [F:1][C:2]1[CH:7]=[CH:6][C:5]([C@@H:8]([NH:10][C:11]2[CH:12]=[C:13]([CH:17]=[C:18]([NH:20][C:21]3[CH:26]=[N:25][CH:24]=[CH:23][N:22]=3)[N:19]=2)[C:14]([N:29]([CH3:30])[CH3:28])=[O:16])[CH3:9])=[CH:4][CH:3]=1. (5) The product is: [N:1]1([C:6]2[CH:7]=[N:8][C:9]3[N:10]([C:14]([C:17]4([C:20]5[CH:21]=[C:22]6[C:27](=[CH:28][CH:29]=5)[N:26]=[CH:25][CH:24]=[CH:23]6)[CH2:19][CH2:18]4)=[CH:15][N:12]=3)[CH:11]=2)[CH:5]=[CH:4][CH:3]=[N:2]1. Given the reactants [N:1]1([C:6]2[CH:7]=[N:8][C:9]([NH2:12])=[N:10][CH:11]=2)[CH:5]=[CH:4][CH:3]=[N:2]1.Cl[CH:14]([C:17]1([C:20]2[CH:21]=[C:22]3[C:27](=[CH:28][CH:29]=2)[N:26]=[CH:25][CH:24]=[CH:23]3)[CH2:19][CH2:18]1)[CH:15]=O, predict the reaction product. (6) The product is: [OH:8][C@H:9]1[CH2:14][C@H:13]([CH3:15])[CH2:12][CH2:11][C@H:10]1[C:16]([OH:18])=[O:19]. Given the reactants [OH-].[Na+].BrBr.O(Br)[Na].[OH:8][C@H:9]1[CH2:14][C@H:13]([CH3:15])[CH2:12][CH2:11][C@H:10]1[C:16](=[O:18])C.[O-:19]S([O-])=O.[Na+].[Na+].Cl, predict the reaction product. (7) Given the reactants [CH3:1][C:2]1[C:6]2[C:7](=[O:20])[N:8]([CH2:12][CH2:13][N:14]3[CH2:19][CH2:18][CH2:17][CH2:16][CH2:15]3)[CH2:9][CH2:10][CH2:11][C:5]=2[NH:4][C:3]=1[CH:21]=O.[Br:23][C:24]1[CH:25]=[C:26]([F:34])[CH:27]=[C:28]2[C:32]=1[NH:31][C:30](=[O:33])[CH2:29]2, predict the reaction product. The product is: [Br:23][C:24]1[CH:25]=[C:26]([F:34])[CH:27]=[C:28]2[C:32]=1[NH:31][C:30](=[O:33])[C:29]2=[CH:21][C:3]1[NH:4][C:5]2[CH2:11][CH2:10][CH2:9][N:8]([CH2:12][CH2:13][N:14]3[CH2:19][CH2:18][CH2:17][CH2:16][CH2:15]3)[C:7](=[O:20])[C:6]=2[C:2]=1[CH3:1]. (8) The product is: [CH3:1][O:2][C:3]1[CH:12]=[CH:11][C:6]([C:7](=[O:10])[CH2:8][N:41]2[CH2:40][CH2:39][N:38]([CH2:37][CH2:36][CH2:35][CH2:34][C:24]3[C:33]4[C:28](=[CH:29][CH:30]=[CH:31][CH:32]=4)[CH:27]=[CH:26][CH:25]=3)[CH2:43][CH2:42]2)=[CH:5][CH:4]=1. Given the reactants [CH3:1][O:2][C:3]1[CH:12]=[CH:11][C:6]([C:7](=[O:10])[CH2:8]Br)=[CH:5][CH:4]=1.C(N(C(C)C)C(C)C)C.Cl.Cl.[C:24]1([CH2:34][CH2:35][CH2:36][CH2:37][N:38]2[CH2:43][CH2:42][NH:41][CH2:40][CH2:39]2)[C:33]2[C:28](=[CH:29][CH:30]=[CH:31][CH:32]=2)[CH:27]=[CH:26][CH:25]=1, predict the reaction product.